Regression. Given two drug SMILES strings and cell line genomic features, predict the synergy score measuring deviation from expected non-interaction effect. From a dataset of NCI-60 drug combinations with 297,098 pairs across 59 cell lines. Drug 1: CC1CCC2CC(C(=CC=CC=CC(CC(C(=O)C(C(C(=CC(C(=O)CC(OC(=O)C3CCCCN3C(=O)C(=O)C1(O2)O)C(C)CC4CCC(C(C4)OC)O)C)C)O)OC)C)C)C)OC. Drug 2: CNC(=O)C1=NC=CC(=C1)OC2=CC=C(C=C2)NC(=O)NC3=CC(=C(C=C3)Cl)C(F)(F)F. Cell line: T-47D. Synergy scores: CSS=11.1, Synergy_ZIP=0.0506, Synergy_Bliss=5.28, Synergy_Loewe=1.05, Synergy_HSA=4.15.